From a dataset of Reaction yield outcomes from USPTO patents with 853,638 reactions. Predict the reaction yield, written as a fraction of the theoretical maximum amount of product (1.0 means a 100% yield; for example, 0.34 means a 34% yield). (1) The catalyst is C(Cl)Cl. The product is [S:47]1[CH:48]=[CH:49][N:50]=[C:46]1[NH:45][C:42]([C:33]1[C:34]2[C:39](=[CH:38][C:37]([O:40][CH3:41])=[CH:36][CH:35]=2)[N:31]([CH:28]([CH3:29])[CH3:30])[CH:32]=1)=[O:44]. The reactants are C1(P(C2C=CC=CC=2)C2C=CC=CC=2)C=CC=CC=1.BrN1C(=O)CCC1=O.[CH:28]([N:31]1[C:39]2[C:34](=[CH:35][CH:36]=[C:37]([O:40][CH3:41])[CH:38]=2)[C:33]([C:42]([OH:44])=O)=[CH:32]1)([CH3:30])[CH3:29].[NH2:45][C:46]1[S:47][CH:48]=[CH:49][N:50]=1. The yield is 0.500. (2) The reactants are [C:1]([O:5][C:6]([NH:8][CH2:9][CH2:10][CH:11]([C:19]1[N:20]=[C:21]([N:29]2[CH2:34][CH2:33][O:32][CH2:31][CH2:30]2)[S:22][C:23]=1[C:24]([O:26]CC)=[O:25])[C:12]1[CH:17]=[CH:16][C:15]([Cl:18])=[CH:14][CH:13]=1)=[O:7])([CH3:4])([CH3:3])[CH3:2].[OH-].[Na+].O. The catalyst is C1COCC1.CO. The product is [C:1]([O:5][C:6]([NH:8][CH2:9][CH2:10][CH:11]([C:19]1[N:20]=[C:21]([N:29]2[CH2:30][CH2:31][O:32][CH2:33][CH2:34]2)[S:22][C:23]=1[C:24]([OH:26])=[O:25])[C:12]1[CH:17]=[CH:16][C:15]([Cl:18])=[CH:14][CH:13]=1)=[O:7])([CH3:4])([CH3:2])[CH3:3]. The yield is 1.05. (3) The reactants are [CH3:1][S:2]([C:5]1[CH:10]=[CH:9][C:8]([C:11]2[CH:16]=[CH:15][C:14]([O:17][CH2:18][CH:19]3[CH2:24][CH2:23][N:22]([C:25]4[NH:29][N:28]=[N:27][N:26]=4)[CH2:21][CH2:20]3)=[CH:13][N:12]=2)=[CH:7][CH:6]=1)(=[O:4])=[O:3].C(=O)([O-])[O-].[K+].[K+].I[CH:37]([CH3:39])[CH3:38]. The catalyst is CN(C=O)C.CC(C)=O. The product is [CH3:38][CH:37]([N:27]1[N:28]=[N:29][C:25]([N:22]2[CH2:23][CH2:24][CH:19]([CH2:18][O:17][C:14]3[CH:15]=[CH:16][C:11]([C:8]4[CH:7]=[CH:6][C:5]([S:2]([CH3:1])(=[O:4])=[O:3])=[CH:10][CH:9]=4)=[N:12][CH:13]=3)[CH2:20][CH2:21]2)=[N:26]1)[CH3:39]. The yield is 0.710. (4) The reactants are [Br:1][C:2]1[CH:3]=[CH:4][C:5]([O:9][C:10]([F:13])([F:12])[F:11])=[C:6]([NH2:8])[CH:7]=1.[C:14](OC(=O)C)(=[O:16])[CH3:15]. The catalyst is CCO. The product is [Br:1][C:2]1[CH:3]=[CH:4][C:5]([O:9][C:10]([F:11])([F:12])[F:13])=[C:6]([NH:8][C:14](=[O:16])[CH3:15])[CH:7]=1. The yield is 0.950. (5) The reactants are [Br:1][C:2]1[CH:7]=[CH:6][C:5]([C@@H:8]([NH:11][CH2:12][CH2:13][C:14]([C:24]2[CH:29]=[CH:28][CH:27]=[CH:26][CH:25]=2)([CH2:21][CH:22]=[CH2:23])[CH2:15][C:16]([O:18]CC)=O)[CH2:9][CH3:10])=[CH:4][CH:3]=1.C1CCN2C(=NCCC2)CC1. The catalyst is C1(C)C=CC=CC=1. The product is [CH2:21]([C:14]1([C:24]2[CH:25]=[CH:26][CH:27]=[CH:28][CH:29]=2)[CH2:13][CH2:12][N:11]([C@H:8]([C:5]2[CH:4]=[CH:3][C:2]([Br:1])=[CH:7][CH:6]=2)[CH2:9][CH3:10])[C:16](=[O:18])[CH2:15]1)[CH:22]=[CH2:23]. The yield is 0.670. (6) The catalyst is C1C=CC(/C=C/C(/C=C/C2C=CC=CC=2)=O)=CC=1.C1C=CC(/C=C/C(/C=C/C2C=CC=CC=2)=O)=CC=1.C1C=CC(/C=C/C(/C=C/C2C=CC=CC=2)=O)=CC=1.[Pd].[Pd]. The reactants are Br[C:2]1[C:3]([CH3:19])=[N:4][C:5]([C:8]2[N:12]=[CH:11][N:10](C3CCCCO3)[N:9]=2)=[CH:6][CH:7]=1.[CH:20]([N:23]1[C:28]2=[N:29][C:30]([Sn](C)(C)C)=[CH:31][N:32]=[C:27]2[NH:26][CH2:25][C:24]1=[O:37])([CH3:22])[CH3:21].[C:38]1(C)C=[CH:42][CH:41]=[CH:40][C:39]=1P([C:40]1[CH:41]=[CH:42]C=[CH:38][C:39]=1C)[C:40]1[CH:41]=[CH:42]C=[CH:38][C:39]=1C.C(N(CC)CC)C.CN(C)C=[O:70]. The yield is 0.667. The product is [CH:20]([N:23]1[C:28]2=[N:29][C:30]([C:2]3[C:3]([CH3:19])=[N:4][C:5]([C:8]4[N:12]([CH:42]5[CH2:41][CH2:40][CH2:39][CH2:38][O:70]5)[CH:11]=[N:10][N:9]=4)=[CH:6][CH:7]=3)=[CH:31][N:32]=[C:27]2[NH:26][CH2:25][C:24]1=[O:37])([CH3:22])[CH3:21].